Dataset: Catalyst prediction with 721,799 reactions and 888 catalyst types from USPTO. Task: Predict which catalyst facilitates the given reaction. (1) Reactant: [C:1]([C:5]1[CH:10]=[CH:9][C:8]([CH2:11][C:12]([O:14][CH3:15])=[O:13])=[CH:7][CH:6]=1)([CH3:4])([CH3:3])[CH3:2].C[Si]([N-][Si](C)(C)C)(C)C.[Li+].Br[CH2:27][CH2:28]Cl. Product: [C:1]([C:5]1[CH:6]=[CH:7][C:8]([C:11]2([C:12]([O:14][CH3:15])=[O:13])[CH2:28][CH2:27]2)=[CH:9][CH:10]=1)([CH3:4])([CH3:2])[CH3:3]. The catalyst class is: 1. (2) Reactant: C1([N:6]2[CH2:11][CH2:10][CH:9]([N:12]3[CH2:16]C[C@H:14]([NH:17][S:18]([C:21]4[CH:30]=[CH:29][C:28]5[C:23](=[CH:24][CH:25]=[C:26]([Cl:31])[CH:27]=5)[CH:22]=4)(=[O:20])=[O:19])[C:13]3=[O:32])[CH2:8][CH2:7]2)CCCC1.[CH3:33][CH2:34]N(C(C)C)C(C)C.[CH3:42][N:43]([CH3:48])[CH2:44][C:45](O)=[O:46].CN([P+](ON1N=NC2C=CC=CC1=2)(N(C)C)N(C)C)C.F[P-](F)(F)(F)(F)F. Product: [CH3:42][N:43]([CH3:48])[CH2:44][C:45]([N:6]1[CH2:11][CH2:10][CH:9]([N:12]2[CH2:16][CH2:34][CH2:33][C@H:14]([NH:17][S:18]([C:21]3[CH:30]=[CH:29][C:28]4[C:23](=[CH:24][CH:25]=[C:26]([Cl:31])[CH:27]=4)[CH:22]=3)(=[O:19])=[O:20])[C:13]2=[O:32])[CH2:8][CH2:7]1)=[O:46]. The catalyst class is: 118. (3) Reactant: [F:1][C:2]1[CH:3]=[C:4]([NH:19][C:20](=[O:26])[O:21][C:22]([CH3:25])([CH3:24])[CH3:23])[CH:5]=[CH:6][C:7]=1[O:8][C:9]1[CH:14]=[CH:13][N:12]=[C:11]2[CH:15]=[C:16](I)[S:17][C:10]=12.Br[C:28]1[CH:33]=[CH:32][CH:31]=[CH:30][N+:29]=1[O-:34]. Product: [C:22]([O:21][C:20]([NH:19][C:4]1[CH:5]=[CH:6][C:7]([O:8][C:9]2[CH:14]=[CH:13][N:12]=[C:11]3[CH:15]=[C:16]([C:28]4[CH:33]=[CH:32][CH:31]=[CH:30][N+:29]=4[O-:34])[S:17][C:10]=23)=[C:2]([F:1])[CH:3]=1)=[O:26])([CH3:25])([CH3:24])[CH3:23]. The catalyst class is: 77. (4) Reactant: [Cl:1][C:2]1[CH:7]=[CH:6][C:5]([NH:8][S:9]([C:12]([F:15])([F:14])[F:13])(=[O:11])=[O:10])=[C:4]([C:16](=O)[CH2:17][CH3:18])[CH:3]=1.Cl.[Cl:21][C:22]1[CH:30]=[CH:29][C:25]([CH2:26][O:27][NH2:28])=[CH:24][CH:23]=1.CC([O-])=O.[Na+]. Product: [Cl:1][C:2]1[CH:7]=[CH:6][C:5]([NH:8][S:9]([C:12]([F:15])([F:14])[F:13])(=[O:11])=[O:10])=[C:4]([C:16](=[N:28][O:27][CH2:26][C:25]2[CH:29]=[CH:30][C:22]([Cl:21])=[CH:23][CH:24]=2)[CH2:17][CH3:18])[CH:3]=1. The catalyst class is: 14.